From a dataset of Forward reaction prediction with 1.9M reactions from USPTO patents (1976-2016). Predict the product of the given reaction. (1) Given the reactants [Cl:1][C:2]1[CH:7]=[CH:6][C:5]([CH2:8]Cl)=[CH:4][N:3]=1.[C:10]1(=[O:20])[NH:14][C:13](=[O:15])[C:12]2=[CH:16][CH:17]=[CH:18][CH:19]=[C:11]12, predict the reaction product. The product is: [Cl:1][C:2]1[CH:7]=[CH:6][C:5]([CH2:8][C:19]2[CH:18]=[CH:17][CH:16]=[C:12]3[C:11]=2[C:10](=[O:20])[NH:14][C:13]3=[O:15])=[CH:4][N:3]=1. (2) Given the reactants [Cl:1][C:2]1[CH:26]=[CH:25][CH:24]=[CH:23][C:3]=1[CH2:4][NH:5][C:6]([C:8]1([CH2:21][OH:22])[CH2:13][CH2:12][N:11](C(OC(C)(C)C)=O)[CH2:10][CH2:9]1)=[O:7].[F:27][C:28]([F:39])([F:38])[C:29]1[CH:34]=[CH:33][C:32]([N:35]=[C:36]=[O:37])=[CH:31][CH:30]=1.Cl, predict the reaction product. The product is: [F:27][C:28]([F:38])([F:39])[C:29]1[CH:30]=[CH:31][C:32]([NH:35][C:36](=[O:37])[O:22][CH2:21][C:8]2([C:6](=[O:7])[NH:5][CH2:4][C:3]3[CH:23]=[CH:24][CH:25]=[CH:26][C:2]=3[Cl:1])[CH2:9][CH2:10][NH:11][CH2:12][CH2:13]2)=[CH:33][CH:34]=1. (3) The product is: [Cl:12][C:13]1[CH:18]=[CH:17][C:16]([C:19]2[N:23]([CH:24]([CH:34]3[CH2:35][CH2:36][CH2:37][CH2:38][CH2:39]3)[CH2:25][NH:46][C:47]3[CH:54]=[CH:53][C:50]([C:51]#[N:52])=[CH:49][CH:48]=3)[C:22]3[CH:40]=[C:41]([F:45])[C:42]([F:44])=[CH:43][C:21]=3[N:20]=2)=[CH:15][CH:14]=1. Given the reactants C([Sn](Cl)(Cl)CCCC)CCC.[Cl:12][C:13]1[CH:18]=[CH:17][C:16]([C:19]2[N:23]([CH:24]([CH:34]3[CH2:39][CH2:38][CH2:37][CH2:36][CH2:35]3)[CH2:25]OCC3CCCCC3)[C:22]3[CH:40]=[C:41]([F:45])[C:42]([F:44])=[CH:43][C:21]=3[N:20]=2)=[CH:15][CH:14]=1.[NH2:46][C:47]1[CH:54]=[CH:53][C:50]([C:51]#[N:52])=[CH:49][CH:48]=1.C1([SiH3])C=CC=CC=1, predict the reaction product. (4) Given the reactants Cl.[CH2:2]([C:4]1[S:24][C:7]2[N:8]=[C:9]([S:18][CH2:19][C:20]([O:22][CH3:23])=[O:21])[N:10]=[C:11]([N:12]3[CH2:17][CH2:16][NH:15][CH2:14][CH2:13]3)[C:6]=2[CH:5]=1)[CH3:3].C(N(C(C)C)CC)(C)C.[CH3:34][O:35][CH2:36][CH2:37][C:38](Cl)=[O:39], predict the reaction product. The product is: [CH2:2]([C:4]1[S:24][C:7]2[N:8]=[C:9]([S:18][CH2:19][C:20]([O:22][CH3:23])=[O:21])[N:10]=[C:11]([N:12]3[CH2:17][CH2:16][N:15]([C:38](=[O:39])[CH2:37][CH2:36][O:35][CH3:34])[CH2:14][CH2:13]3)[C:6]=2[CH:5]=1)[CH3:3]. (5) Given the reactants [N:1]12[CH2:8][CH2:7][CH:4]([CH2:5][CH2:6]1)[CH:3]([N:9]1[CH:18]=[C:17]3[CH2:19][CH2:20][CH2:21][C:15]4[C:16]3=[C:11]([CH:12]=[CH:13][CH:14]=4)[C:10]1=[O:22])[CH2:2]2.[Cl:23](O)(=O)(=O)=O, predict the reaction product. The product is: [CH:13]1[CH:12]=[C:11]2[C:10]([N:9]([C@H:3]3[CH:4]4[CH2:7][CH2:8][N:1]([CH2:6][CH2:5]4)[CH2:2]3)[CH2:18][C@H:17]3[CH2:19][CH2:20][CH2:21][C:15](=[C:16]23)[CH:14]=1)=[O:22].[ClH:23]. (6) Given the reactants [Br:1][C:2]1[CH:7]=[C:6]([OH:8])[CH:5]=[C:4]([CH3:9])[C:3]=1[NH:10][C:11](=[O:27])[C:12]1[CH:17]=[CH:16][CH:15]=[C:14]([NH:18][C:19](=[O:26])[C:20]2[CH:25]=[CH:24][CH:23]=[CH:22][CH:21]=2)[CH:13]=1.[CH3:28][C:29]1[CH:34]=[CH:33][C:32]([S:35](OC(C(F)(F)F)C(F)(F)F)(=[O:37])=[O:36])=[CH:31][CH:30]=1.C(=O)([O-])[O-].[K+].[K+].C1OCCOCCOCCOCCOCCOC1, predict the reaction product. The product is: [Br:1][C:2]1[CH:7]=[C:6]([O:8][S:35]([C:32]2[CH:33]=[CH:34][C:29]([CH3:28])=[CH:30][CH:31]=2)(=[O:37])=[O:36])[CH:5]=[C:4]([CH3:9])[C:3]=1[NH:10][C:11](=[O:27])[C:12]1[CH:17]=[CH:16][CH:15]=[C:14]([NH:18][C:19](=[O:26])[C:20]2[CH:21]=[CH:22][CH:23]=[CH:24][CH:25]=2)[CH:13]=1. (7) Given the reactants NN.[CH:3]([N:6]1[CH2:11][CH2:10][N:9]([CH2:12][CH2:13][CH2:14][N:15]2C(=O)C3C(=CC=CC=3)C2=O)[CH2:8][CH2:7]1)([CH3:5])[CH3:4].ClCCl, predict the reaction product. The product is: [CH:3]([N:6]1[CH2:7][CH2:8][N:9]([CH2:12][CH2:13][CH2:14][NH2:15])[CH2:10][CH2:11]1)([CH3:5])[CH3:4]. (8) The product is: [Cl:3][C:4]1[CH:21]=[CH:20][C:7]([O:8][C:9]2[C:17]3[C:12](=[CH:13][CH:14]=[C:15]([F:18])[CH:16]=3)[N:11]([CH2:26][C:25]([O:24][CH2:22][CH3:23])=[O:28])[C:10]=2[CH3:19])=[CH:6][CH:5]=1. Given the reactants [H-].[Na+].[Cl:3][C:4]1[CH:21]=[CH:20][C:7]([O:8][C:9]2[C:17]3[C:12](=[CH:13][CH:14]=[C:15]([F:18])[CH:16]=3)[NH:11][C:10]=2[CH3:19])=[CH:6][CH:5]=1.[CH2:22]([O:24][C:25](=[O:28])[CH2:26]Br)[CH3:23], predict the reaction product. (9) Given the reactants [Cl:1][C:2]1[CH:3]=[C:4]([C:8]2[CH:13]=[C:12]([O:14][CH3:15])[CH:11]=[C:10]([F:16])[CH:9]=2)[CH:5]=[CH:6][CH:7]=1.C([Li])CCC.[I:22]I, predict the reaction product. The product is: [Cl:1][C:2]1[CH:3]=[C:4]([C:8]2[CH:13]=[C:12]([O:14][CH3:15])[C:11]([I:22])=[C:10]([F:16])[CH:9]=2)[CH:5]=[CH:6][CH:7]=1. (10) Given the reactants Br[C:2]1[N:3]=[C:4]([CH:12]2[CH2:17][CH2:16][N:15]3[C:18]([C:21]([F:24])([F:23])[F:22])=[N:19][N:20]=[C:14]3[CH2:13]2)[N:5]2[CH:10]=[CH:9][N:8]=[C:7]([NH2:11])[C:6]=12.CC1(C)C(C)(C)OB([C:33]2[CH:51]=[CH:50][C:36]([C:37]([NH:39][C:40]3[CH:45]=[C:44]([C:46]([F:49])([F:48])[F:47])[CH:43]=[CH:42][N:41]=3)=[O:38])=[CH:35][CH:34]=2)O1.C([O-])([O-])=O.[K+].[K+], predict the reaction product. The product is: [NH2:11][C:7]1[C:6]2[N:5]([C:4]([CH:12]3[CH2:17][CH2:16][N:15]4[C:18]([C:21]([F:24])([F:23])[F:22])=[N:19][N:20]=[C:14]4[CH2:13]3)=[N:3][C:2]=2[C:33]2[CH:34]=[CH:35][C:36]([C:37]([NH:39][C:40]3[CH:45]=[C:44]([C:46]([F:47])([F:48])[F:49])[CH:43]=[CH:42][N:41]=3)=[O:38])=[CH:50][CH:51]=2)[CH:10]=[CH:9][N:8]=1.